Dataset: Reaction yield outcomes from USPTO patents with 853,638 reactions. Task: Predict the reaction yield, written as a fraction of the theoretical maximum amount of product (1.0 means a 100% yield; for example, 0.34 means a 34% yield). (1) The reactants are Br[C:2]1[CH:23]=[CH:22][C:5]2[C:6]3[N:10]([CH2:11][CH2:12][O:13][C:4]=2[CH:3]=1)[CH:9]=[C:8]([C:14]1[N:15]([CH:19]([CH3:21])[CH3:20])[N:16]=[CH:17][N:18]=1)[N:7]=3.C([O-])(=O)C.[K+].O1CCCCC1[O:35][CH2:36][CH2:37][N:38]1[CH:42]=[C:41](B2OC(C)(C)C(C)(C)O2)[CH:40]=[N:39]1.Cl. The catalyst is CC#N.CCOC(C)=O.O.C(Cl)Cl.O1CCOCC1.[Pd].C1(P(C2C=CC=CC=2)C2C=CC=CC=2)C=CC=CC=1.C1(P(C2C=CC=CC=2)C2C=CC=CC=2)C=CC=CC=1.C1(P(C2C=CC=CC=2)C2C=CC=CC=2)C=CC=CC=1.C1(P(C2C=CC=CC=2)C2C=CC=CC=2)C=CC=CC=1. The product is [CH:19]([N:15]1[C:14]([C:8]2[N:7]=[C:6]3[C:5]4[CH:22]=[CH:23][C:2]([C:41]5[CH:40]=[N:39][N:38]([CH2:37][CH2:36][OH:35])[CH:42]=5)=[CH:3][C:4]=4[O:13][CH2:12][CH2:11][N:10]3[CH:9]=2)=[N:18][CH:17]=[N:16]1)([CH3:21])[CH3:20]. The yield is 0.740. (2) The reactants are C[O:2][C:3](=O)[C:4]1[CH:9]=[CH:8][C:7]([C:10]2[CH2:14][C:13]([C:19]3[CH:24]=[C:23]([Cl:25])[CH:22]=[C:21]([Cl:26])[CH:20]=3)([C:15]([F:18])([F:17])[F:16])[O:12][N:11]=2)=[CH:6][C:5]=1[Cl:27].[H-].C([Al+]CC(C)C)C(C)C.CO. The catalyst is C(Cl)Cl. The product is [Cl:27][C:5]1[CH:6]=[C:7]([C:10]2[CH2:14][C:13]([C:19]3[CH:20]=[C:21]([Cl:26])[CH:22]=[C:23]([Cl:25])[CH:24]=3)([C:15]([F:18])([F:17])[F:16])[O:12][N:11]=2)[CH:8]=[CH:9][C:4]=1[CH:3]=[O:2].[Cl:27][C:5]1[CH:6]=[C:7]([C:10]2[CH2:14][C:13]([C:19]3[CH:20]=[C:21]([Cl:26])[CH:22]=[C:23]([Cl:25])[CH:24]=3)([C:15]([F:17])([F:16])[F:18])[O:12][N:11]=2)[CH:8]=[CH:9][C:4]=1[CH2:3][OH:2]. The yield is 0.660. (3) The reactants are FC(F)(F)S(O[C:7]1[C:16]2[C:15]([CH3:18])([CH3:17])[CH2:14][CH2:13][C:12]([CH3:20])([CH3:19])[C:11]=2[CH:10]=[C:9]([CH:21]=[O:22])[CH:8]=1)(=O)=O.B(O)(O)[C:26]1[CH:27]=[CH:28][C:29]([CH3:32])=[CH:30][CH:31]=1.[Cl-].[Li+].C(=O)([O-])[O-].[K+].[K+]. The catalyst is COCCOC. The product is [CH3:18][C:15]1([CH3:17])[CH2:14][CH2:13][C:12]([CH3:19])([CH3:20])[C:11]2[CH:10]=[C:9]([CH:21]=[O:22])[CH:8]=[C:7]([C:26]3[CH:31]=[CH:30][C:29]([CH3:32])=[CH:28][CH:27]=3)[C:16]1=2. The yield is 0.850. (4) The catalyst is C(Cl)(Cl)Cl. The reactants are C([N:4]1[C:16]2[CH:15]=[C:14]3[C:9]([CH2:10][CH2:11][N:12]([C:18]4[CH:19]=[N:20][CH:21]=[CH:22][C:23]=4[C:24]([F:27])([F:26])[F:25])[C:13]3=[O:17])=[CH:8][C:7]=2[CH:6]=[N:5]1)(=O)C.Cl. The product is [F:26][C:24]([F:25])([F:27])[C:23]1[CH:22]=[CH:21][N:20]=[CH:19][C:18]=1[N:12]1[CH2:11][CH2:10][C:9]2[C:14](=[CH:15][C:16]3[NH:4][N:5]=[CH:6][C:7]=3[CH:8]=2)[C:13]1=[O:17]. The yield is 0.375. (5) The reactants are [CH3:1][O:2][C:3](=[O:23])[CH:4]=[CH:5][C:6]1[CH:11]=[CH:10][C:9]([O:12][CH2:13][C:14]([O:16]C(C)(C)C)=[O:15])=[C:8]([O:21][CH3:22])[CH:7]=1. The catalyst is ClCCl.FC(F)(F)C(O)=O. The product is [CH3:1][O:2][C:3](=[O:23])[CH:4]=[CH:5][C:6]1[CH:11]=[CH:10][C:9]([O:12][CH2:13][C:14]([OH:16])=[O:15])=[C:8]([O:21][CH3:22])[CH:7]=1. The yield is 0.820. (6) The reactants are C([O:3][C:4](=[O:33])[C:5]1[CH:10]=[CH:9][N:8]=[C:7]([N:11]2[C:15]([CH3:16])=[CH:14][CH:13]=[C:12]2[C:17]2[CH:22]=[C:21]([Cl:23])[CH:20]=[CH:19][C:18]=2[O:24][CH2:25][C:26]2[CH:31]=[CH:30][C:29]([Cl:32])=[CH:28][CH:27]=2)[CH:6]=1)C.C(O)C. The catalyst is C(OCC)(=O)C. The product is [Cl:23][C:21]1[CH:20]=[CH:19][C:18]([O:24][CH2:25][C:26]2[CH:27]=[CH:28][C:29]([Cl:32])=[CH:30][CH:31]=2)=[C:17]([C:12]2[N:11]([C:7]3[CH:6]=[C:5]([CH:10]=[CH:9][N:8]=3)[C:4]([OH:33])=[O:3])[C:15]([CH3:16])=[CH:14][CH:13]=2)[CH:22]=1. The yield is 0.790. (7) The reactants are O[CH2:2][CH2:3][NH:4][CH2:5][C:6]([NH:8][C:9]1[CH:14]=[CH:13][CH:12]=[CH:11][N:10]=1)=[O:7].C(P(CCCC)CCCC)CCC.CC(OC(/N=N/C(OC(C)(C)C)=O)=O)(C)C.Cl. The catalyst is C1COCC1.C(OCC)C.CO.N. The product is [N:10]1[CH:11]=[CH:12][CH:13]=[CH:14][C:9]=1[N:8]1[CH2:2][CH2:3][NH:4][CH2:5][C:6]1=[O:7]. The yield is 0.650.